From a dataset of Forward reaction prediction with 1.9M reactions from USPTO patents (1976-2016). Predict the product of the given reaction. (1) Given the reactants O1C(N)CCOC2C=CC=CC1=2.ClC1N=C(N[C:21]2[CH:30]=[CH:29][CH:28]=[CH:27][C:22]=2[C:23]([NH:25][CH3:26])=[O:24])C(Cl)=CN=1, predict the reaction product. The product is: [CH3:26][NH:25][C:23](=[O:24])[C:22]1[CH:27]=[CH:28][CH:29]=[CH:30][CH:21]=1. (2) Given the reactants [F:1][C:2]1[CH:10]=[C:9]2[C:5]([C:6]([C:12]3[N:13]=[C:14]4[C:20]([C:21]([NH:23][C:24]([CH3:33])([CH3:32])[C:25]([O:27]C(C)(C)C)=[O:26])=[O:22])=[CH:19][NH:18][C:15]4=[N:16][CH:17]=3)=[N:7][N:8]2[CH3:11])=[CH:4][CH:3]=1.FC(F)(F)C(O)=O, predict the reaction product. The product is: [F:1][C:2]1[CH:10]=[C:9]2[C:5]([C:6]([C:12]3[N:13]=[C:14]4[C:20]([C:21]([NH:23][C:24]([CH3:33])([CH3:32])[C:25]([OH:27])=[O:26])=[O:22])=[CH:19][NH:18][C:15]4=[N:16][CH:17]=3)=[N:7][N:8]2[CH3:11])=[CH:4][CH:3]=1.